Task: Predict the product of the given reaction.. Dataset: Forward reaction prediction with 1.9M reactions from USPTO patents (1976-2016) (1) Given the reactants Br[C:2]1[CH:7]=[C:6]([F:8])[CH:5]=[C:4]([Cl:9])[CH:3]=1.[Mg].CON(C)[C:14]([C@@H:16]1[CH2:21][CH2:20][CH2:19][N:18]([C:22]([O:24][C:25]([CH3:28])([CH3:27])[CH3:26])=[O:23])[CH2:17]1)=[O:15], predict the reaction product. The product is: [Cl:9][C:4]1[CH:3]=[C:2]([CH:7]=[C:6]([F:8])[CH:5]=1)[C:14]([C@@H:16]1[CH2:21][CH2:20][CH2:19][N:18]([C:22]([O:24][C:25]([CH3:28])([CH3:27])[CH3:26])=[O:23])[CH2:17]1)=[O:15]. (2) Given the reactants [CH2:1]([O:3][C:4]([CH:6]1[C:11]2[N:12]=[C:13]([NH2:15])[S:14][C:10]=2[CH2:9][CH2:8][CH2:7]1)=[O:5])[CH3:2].[CH3:16][O:17][C:18]1[CH:23]=[CH:22][C:21]([CH3:24])=[CH:20][C:19]=1[S:25]([N:28]1[C:37]2[C:32](=[CH:33][CH:34]=[C:35]([C:38](O)=[O:39])[CH:36]=2)[CH2:31][CH2:30][CH2:29]1)(=[O:27])=[O:26], predict the reaction product. The product is: [CH2:1]([O:3][C:4]([CH:6]1[C:11]2[N:12]=[C:13]([NH:15][C:38]([C:35]3[CH:36]=[C:37]4[C:32]([CH2:31][CH2:30][CH2:29][N:28]4[S:25]([C:19]4[CH:20]=[C:21]([CH3:24])[CH:22]=[CH:23][C:18]=4[O:17][CH3:16])(=[O:27])=[O:26])=[CH:33][CH:34]=3)=[O:39])[S:14][C:10]=2[CH2:9][CH2:8][CH2:7]1)=[O:5])[CH3:2]. (3) Given the reactants [CH2:1]([C:3]1([C:35]([O:37]CC)=[O:36])[CH2:8][CH2:7][N:6]([C:9]2[S:13][N:12]=[C:11]([C:14]3[CH:15]=[C:16]([C:29]4[CH:34]=[CH:33][CH:32]=[CH:31][N:30]=4)[C:17]4[S:21][C:20]([NH:22][C:23](=[O:27])[NH:24][CH2:25][CH3:26])=[N:19][C:18]=4[CH:28]=3)[N:10]=2)[CH2:5][CH2:4]1)[CH3:2].[OH-].[Na+], predict the reaction product. The product is: [CH2:1]([C:3]1([C:35]([OH:37])=[O:36])[CH2:8][CH2:7][N:6]([C:9]2[S:13][N:12]=[C:11]([C:14]3[CH:15]=[C:16]([C:29]4[CH:34]=[CH:33][CH:32]=[CH:31][N:30]=4)[C:17]4[S:21][C:20]([NH:22][C:23](=[O:27])[NH:24][CH2:25][CH3:26])=[N:19][C:18]=4[CH:28]=3)[N:10]=2)[CH2:5][CH2:4]1)[CH3:2]. (4) Given the reactants [CH3:1][C:2]1([C:8]([O:10]C)=[O:9])[CH2:7][CH2:6][O:5][CH2:4][CH2:3]1.O.[OH-].[Li+], predict the reaction product. The product is: [CH3:1][C:2]1([C:8]([OH:10])=[O:9])[CH2:7][CH2:6][O:5][CH2:4][CH2:3]1. (5) The product is: [CH3:1][N:2]1[CH2:3][CH2:4][N:5]([C:8]2[C:9]3[N:10]([CH:21]=[N:22][N:23]=3)[C:11]3[C:16]([N:17]=2)=[CH:15][CH:14]=[C:13]([CH2:18][CH2:19][CH3:20])[CH:12]=3)[CH2:6][CH2:7]1. Given the reactants [CH3:1][N:2]1[CH2:7][CH2:6][N:5]([C:8]2[C:9]3[N:10]([CH:21]=[N:22][N:23]=3)[C:11]3[C:16]([N:17]=2)=[CH:15][CH:14]=[C:13](/[CH:18]=[CH:19]/[CH3:20])[CH:12]=3)[CH2:4][CH2:3]1.CN1CCN(C2C3N(C=NN=3)C3C(N=2)=CC=C(C=C)C=3)CC1, predict the reaction product. (6) Given the reactants C[O:2][C:3](=[O:37])[CH2:4][CH2:5][C:6](=[O:36])[CH2:7][O:8][C:9]1[CH:14]=[CH:13][C:12]([C:15]([CH2:33][CH3:34])([C:18]2[CH:23]=[CH:22][C:21]([CH:24]=[CH:25][C:26]([CH2:30][CH3:31])([OH:29])[CH2:27][CH3:28])=[C:20]([CH3:32])[CH:19]=2)[CH2:16][CH3:17])=[CH:11][C:10]=1[CH3:35].C1COCC1.[OH-].[K+], predict the reaction product. The product is: [CH2:16]([C:15]([C:12]1[CH:13]=[CH:14][C:9]([O:8][CH2:7][C:6](=[O:36])[CH2:5][CH2:4][C:3]([OH:37])=[O:2])=[C:10]([CH3:35])[CH:11]=1)([C:18]1[CH:23]=[CH:22][C:21](/[CH:24]=[CH:25]/[C:26]([CH2:27][CH3:28])([OH:29])[CH2:30][CH3:31])=[C:20]([CH3:32])[CH:19]=1)[CH2:33][CH3:34])[CH3:17]. (7) Given the reactants O1CCCC1.[F:6][C:7]1[CH:8]=[C:9]2[C:14](=[CH:15][C:16]=1[F:17])[N:13]=[C:12](/[CH:18]=[CH:19]/[C:20]1[CH:42]=[CH:41][C:23]3[O:24][CH2:25][C:26]4[CH:40]=[CH:39][CH:38]=[CH:37][C:27]=4[CH:28]([S:29][CH2:30][C:31]4([C:34]([OH:36])=[O:35])[CH2:33][CH2:32]4)[C:22]=3[CH:21]=1)[CH:11]=[CH:10]2.[OH-].[Na+:44], predict the reaction product. The product is: [F:6][C:7]1[CH:8]=[C:9]2[C:14](=[CH:15][C:16]=1[F:17])[N:13]=[C:12](/[CH:18]=[CH:19]/[C:20]1[CH:42]=[CH:41][C:23]3[O:24][CH2:25][C:26]4[CH:40]=[CH:39][CH:38]=[CH:37][C:27]=4[CH:28]([S:29][CH2:30][C:31]4([C:34]([O-:36])=[O:35])[CH2:32][CH2:33]4)[C:22]=3[CH:21]=1)[CH:11]=[CH:10]2.[Na+:44].